This data is from Peptide-MHC class I binding affinity with 185,985 pairs from IEDB/IMGT. The task is: Regression. Given a peptide amino acid sequence and an MHC pseudo amino acid sequence, predict their binding affinity value. This is MHC class I binding data. (1) The peptide sequence is RSLGLRAEK. The MHC is HLA-A31:01 with pseudo-sequence HLA-A31:01. The binding affinity (normalized) is 0.235. (2) The peptide sequence is YRHDGGNVL. The MHC is Mamu-A11 with pseudo-sequence Mamu-A11. The binding affinity (normalized) is 0.0951. (3) The peptide sequence is LPLERAIAV. The MHC is HLA-B35:01 with pseudo-sequence HLA-B35:01. The binding affinity (normalized) is 1.00. (4) The peptide sequence is EVADRVIFM. The MHC is HLA-B57:01 with pseudo-sequence HLA-B57:01. The binding affinity (normalized) is 0.0847. (5) The binding affinity (normalized) is 0.583. The peptide sequence is DTTPFGQQR. The MHC is HLA-A68:01 with pseudo-sequence HLA-A68:01. (6) The peptide sequence is FQSYVDRF. The MHC is Mamu-A07 with pseudo-sequence Mamu-A07. The binding affinity (normalized) is 0. (7) The peptide sequence is YVASYLLAAL. The MHC is HLA-A02:06 with pseudo-sequence HLA-A02:06. The binding affinity (normalized) is 0.810. (8) The peptide sequence is IYCGFKFAW. The MHC is HLA-A23:01 with pseudo-sequence HLA-A23:01. The binding affinity (normalized) is 0.631. (9) The binding affinity (normalized) is 0.463. The MHC is HLA-A68:01 with pseudo-sequence HLA-A68:01. The peptide sequence is LIFCHSKKK.